Dataset: Catalyst prediction with 721,799 reactions and 888 catalyst types from USPTO. Task: Predict which catalyst facilitates the given reaction. Reactant: [CH:1]1[S:2][CH:3]=[C:4]2[C:9]=1[CH:8]=[C:7]([C:10]([O:12]C)=[O:11])[N:6]=[CH:5]2.[OH-].[Na+]. Product: [CH:1]1[S:2][CH:3]=[C:4]2[C:9]=1[CH:8]=[C:7]([C:10]([OH:12])=[O:11])[N:6]=[CH:5]2. The catalyst class is: 24.